From a dataset of Forward reaction prediction with 1.9M reactions from USPTO patents (1976-2016). Predict the product of the given reaction. (1) Given the reactants [F:1][C:2]1[CH:7]=[CH:6][C:5]([C@H:8]([NH:10][C@H:11]2[CH2:15][CH2:14][C@@H:13]([C:16]3[CH:26]=[CH:25][C:19]([O:20][CH2:21][C:22](O)=[O:23])=[CH:18][CH:17]=3)[CH2:12]2)[CH3:9])=[CH:4][C:3]=1[O:27][CH3:28].Cl.[NH2:30][CH2:31][CH2:32][NH:33][S:34]([CH3:37])(=[O:36])=[O:35], predict the reaction product. The product is: [F:1][C:2]1[CH:7]=[CH:6][C:5]([C@H:8]([NH:10][C@H:11]2[CH2:15][CH2:14][C@@H:13]([C:16]3[CH:26]=[CH:25][C:19]([O:20][CH2:21][C:22]([NH:30][CH2:31][CH2:32][NH:33][S:34]([CH3:37])(=[O:36])=[O:35])=[O:23])=[CH:18][CH:17]=3)[CH2:12]2)[CH3:9])=[CH:4][C:3]=1[O:27][CH3:28]. (2) Given the reactants [CH2:1]([O:3][C:4](=[O:34])[CH2:5][N:6]([C:8](=[O:33])[C@@H:9]([NH:25]C(OC(C)(C)C)=O)[CH2:10][N:11]([CH3:24])[S:12]([C:15]1[CH:20]=[CH:19][CH:18]=[CH:17][C:16]=1[N+:21]([O-:23])=[O:22])(=[O:14])=[O:13])[CH3:7])[CH3:2].Cl, predict the reaction product. The product is: [CH2:1]([O:3][C:4](=[O:34])[CH2:5][N:6]([C:8](=[O:33])[C@@H:9]([NH2:25])[CH2:10][N:11]([CH3:24])[S:12]([C:15]1[CH:20]=[CH:19][CH:18]=[CH:17][C:16]=1[N+:21]([O-:23])=[O:22])(=[O:14])=[O:13])[CH3:7])[CH3:2].